From a dataset of Peptide-MHC class I binding affinity with 185,985 pairs from IEDB/IMGT. Regression. Given a peptide amino acid sequence and an MHC pseudo amino acid sequence, predict their binding affinity value. This is MHC class I binding data. (1) The peptide sequence is ILFILFFAY. The MHC is HLA-A68:01 with pseudo-sequence HLA-A68:01. The binding affinity (normalized) is 0.158. (2) The peptide sequence is FLKEEGGL. The MHC is HLA-B08:01 with pseudo-sequence HLA-B08:01. The binding affinity (normalized) is 0.365. (3) The peptide sequence is QSDIAGAIH. The MHC is HLA-B08:01 with pseudo-sequence HLA-B08:01. The binding affinity (normalized) is 0.0847. (4) The binding affinity (normalized) is 0.213. The peptide sequence is GTYKRVTEK. The MHC is HLA-A24:03 with pseudo-sequence HLA-A24:03.